Predict the product of the given reaction. From a dataset of Forward reaction prediction with 1.9M reactions from USPTO patents (1976-2016). (1) The product is: [NH:44]1[C:40]([C:35]2[CH:36]=[CH:37][CH:38]=[CH:39][C:34]=2[C:30]2[CH:29]=[C:28]3[C:33](=[CH:32][CH:31]=2)[C@@H:25]([N:19]2[C:17]4=[N:18][C:13]([CH2:10][CH2:9][C:7]([C:1]5[CH:6]=[CH:5][CH:4]=[CH:3][CH:2]=5)([OH:11])[CH3:8])=[CH:14][C:15]([CH3:64])=[C:16]4[N:21]=[C:20]2[CH2:22][CH2:23][CH3:24])[CH2:26][CH2:27]3)=[N:41][N:42]=[N:43]1. Given the reactants [C:1]1([C:7]([OH:11])([C:9]#[CH:10])[CH3:8])[CH:6]=[CH:5][CH:4]=[CH:3][CH:2]=1.Br[C:13]1[N:18]=[C:17]2[N:19]([C@@H:25]3[C:33]4[C:28](=[CH:29][C:30]([C:34]5[CH:39]=[CH:38][CH:37]=[CH:36][C:35]=5[C:40]5[N:44](C(C6C=CC=CC=6)(C6C=CC=CC=6)C6C=CC=CC=6)[N:43]=[N:42][N:41]=5)=[CH:31][CH:32]=4)[CH2:27][CH2:26]3)[C:20]([CH2:22][CH2:23][CH3:24])=[N:21][C:16]2=[C:15]([CH3:64])[CH:14]=1, predict the reaction product. (2) Given the reactants C[O:2][C:3]([C:5]1[CH:25]=[CH:24][C:8]2[N:9]([CH:19]([CH2:22][CH3:23])[CH2:20][CH3:21])[C:10]([CH2:12][C:13]3[S:14][C:15]([Cl:18])=[CH:16][CH:17]=3)=[N:11][C:7]=2[CH:6]=1)=[O:4].[OH-].[Li+].O.Cl, predict the reaction product. The product is: [Cl:18][C:15]1[S:14][C:13]([CH2:12][C:10]2[N:9]([CH:19]([CH2:22][CH3:23])[CH2:20][CH3:21])[C:8]3[CH:24]=[CH:25][C:5]([C:3]([OH:4])=[O:2])=[CH:6][C:7]=3[N:11]=2)=[CH:17][CH:16]=1. (3) The product is: [F:29][C:2]([F:1])([F:28])[C:3]1[CH:4]=[C:5]([S:9]([N:12]2[CH2:16][C@@H:15]3[C@@H:17]([NH2:20])[CH2:18][CH2:19][C@@H:14]3[CH2:13]2)(=[O:10])=[O:11])[CH:6]=[CH:7][CH:8]=1. Given the reactants [F:1][C:2]([F:29])([F:28])[C:3]1[CH:4]=[C:5]([S:9]([N:12]2[CH2:16][C@@H:15]3[C@@H:17]([NH:20]C(=O)OC(C)(C)C)[CH2:18][CH2:19][C@@H:14]3[CH2:13]2)(=[O:11])=[O:10])[CH:6]=[CH:7][CH:8]=1.Cl, predict the reaction product. (4) Given the reactants [Cl:1][C:2]1[CH:7]=[CH:6][C:5]([CH:8]([C:21]2[CH:26]=[CH:25][C:24]([Cl:27])=[CH:23][CH:22]=2)[C:9]2[CH:10]=[C:11]3[C:16](=[CH:17][CH:18]=2)[N:15]=[C:14]([OH:19])[CH:13]=[C:12]3Br)=[CH:4][CH:3]=1.Cl.[C:29]([N:37]1[CH2:42][CH2:41][CH:40]([NH2:43])[CH2:39][CH2:38]1)(=[O:36])[C:30]1[CH:35]=[CH:34][CH:33]=[CH:32][CH:31]=1.C([O-])([O-])=O.[Cs+].[Cs+].CC([O-])(C)C.[K+], predict the reaction product. The product is: [C:29]([N:37]1[CH2:42][CH2:41][CH:40]([NH:43][C:12]2[C:11]3[C:16](=[CH:17][CH:18]=[C:9]([CH:8]([C:21]4[CH:26]=[CH:25][C:24]([Cl:27])=[CH:23][CH:22]=4)[C:5]4[CH:6]=[CH:7][C:2]([Cl:1])=[CH:3][CH:4]=4)[CH:10]=3)[N:15]=[C:14]([OH:19])[CH:13]=2)[CH2:39][CH2:38]1)(=[O:36])[C:30]1[CH:31]=[CH:32][CH:33]=[CH:34][CH:35]=1.